This data is from CYP2C9 inhibition data for predicting drug metabolism from PubChem BioAssay. The task is: Regression/Classification. Given a drug SMILES string, predict its absorption, distribution, metabolism, or excretion properties. Task type varies by dataset: regression for continuous measurements (e.g., permeability, clearance, half-life) or binary classification for categorical outcomes (e.g., BBB penetration, CYP inhibition). Dataset: cyp2c9_veith. (1) The drug is CN(C)c1ccccc1CN1CCCN(Cc2ccccc2N(C)C)C1c1ccncc1. The result is 0 (non-inhibitor). (2) The drug is CC(=O)c1ccc(OC(=O)C2c3ccccc3Oc3ccccc32)cc1. The result is 1 (inhibitor).